From a dataset of Peptide-MHC class I binding affinity with 185,985 pairs from IEDB/IMGT. Regression. Given a peptide amino acid sequence and an MHC pseudo amino acid sequence, predict their binding affinity value. This is MHC class I binding data. (1) The peptide sequence is LCMLNNSLYY. The MHC is HLA-A01:01 with pseudo-sequence HLA-A01:01. The binding affinity (normalized) is 0.454. (2) The peptide sequence is LLKDLMPFV. The MHC is HLA-A02:12 with pseudo-sequence HLA-A02:12. The binding affinity (normalized) is 1.00. (3) The peptide sequence is FQMQNGQFI. The MHC is H-2-Kb with pseudo-sequence H-2-Kb. The binding affinity (normalized) is 0.0352. (4) The peptide sequence is RPRRASSPF. The MHC is HLA-B45:06 with pseudo-sequence HLA-B45:06. The binding affinity (normalized) is 0.213. (5) The peptide sequence is ELEALKTEL. The MHC is HLA-A68:02 with pseudo-sequence HLA-A68:02. The binding affinity (normalized) is 0.106.